Dataset: Full USPTO retrosynthesis dataset with 1.9M reactions from patents (1976-2016). Task: Predict the reactants needed to synthesize the given product. (1) The reactants are: [Cl:1][C:2]1[CH:20]=[CH:19][C:5]([O:6][C:7]([N:9]([CH3:18])[CH2:10][C:11]([O:13]C(C)(C)C)=[O:12])=[O:8])=[C:4]([C:21](=[O:33])[NH:22][C:23]2[CH:28]=[CH:27][C:26]([N+:29]([O-:31])=[O:30])=[CH:25][C:24]=2[Cl:32])[CH:3]=1.ClC(N(C)CC(OC(C)(C)C)=O)=O.C1C([N+]([O-])=O)=CC(Cl)=C(NC(C2C=C(Cl)C=CC=2O)=O)C=1.C(O)(C(F)(F)F)=O. Given the product [Cl:1][C:2]1[CH:20]=[CH:19][C:5]([O:6][C:7]([N:9]([CH3:18])[CH2:10][C:11]([OH:13])=[O:12])=[O:8])=[C:4]([C:21](=[O:33])[NH:22][C:23]2[CH:28]=[CH:27][C:26]([N+:29]([O-:31])=[O:30])=[CH:25][C:24]=2[Cl:32])[CH:3]=1, predict the reactants needed to synthesize it. (2) Given the product [NH:21]1[CH2:22][CH:19]([C:13]2[C:12]([O:33][CH3:34])=[C:11]([CH:9]([NH:8][C:6](=[O:7])[O:5][C:1]([CH3:2])([CH3:3])[CH3:4])[CH3:10])[CH:16]=[C:15]([Cl:17])[C:14]=2[CH3:18])[CH2:20]1, predict the reactants needed to synthesize it. The reactants are: [C:1]([O:5][C:6]([NH:8][CH:9]([C:11]1[C:12]([O:33][CH3:34])=[C:13]([CH:19]2[CH2:22][N:21](C(OCC3C=CC=CC=3)=O)[CH2:20]2)[C:14]([CH3:18])=[C:15]([Cl:17])[CH:16]=1)[CH3:10])=[O:7])([CH3:4])([CH3:3])[CH3:2].Cl.O. (3) Given the product [NH2:1][C:2]1[C:3]([C:26]([NH2:30])=[O:28])=[N:4][C:5]([C:9]2[CH:14]=[CH:13][CH:12]=[C:11]([C:15]#[C:16][C@:17]3([OH:25])[CH2:22][CH2:21][CH2:20][N:19]([CH3:23])[C:18]3=[O:24])[CH:10]=2)=[C:6]([F:8])[CH:7]=1, predict the reactants needed to synthesize it. The reactants are: [NH2:1][C:2]1[C:3]([C:26]([O:28]C)=O)=[N:4][C:5]([C:9]2[CH:14]=[CH:13][CH:12]=[C:11]([C:15]#[C:16][C@:17]3([OH:25])[CH2:22][CH2:21][CH2:20][N:19]([CH3:23])[C:18]3=[O:24])[CH:10]=2)=[C:6]([F:8])[CH:7]=1.[NH3:30]. (4) Given the product [Cl:40][C:41]1[N:46]=[CH:45][C:44]([NH:47][C:22](=[O:25])[NH:1][C:2]2[CH:7]=[CH:6][C:5]([C@H:8]3[O:13][CH2:12][CH2:11][N:10]([C:14]([O:16][C:17]([CH3:18])([CH3:20])[CH3:19])=[O:15])[CH2:9]3)=[CH:4][C:3]=2[CH3:21])=[CH:43][CH:42]=1, predict the reactants needed to synthesize it. The reactants are: [NH2:1][C:2]1[CH:7]=[CH:6][C:5]([C@H:8]2[O:13][CH2:12][CH2:11][N:10]([C:14]([O:16][C:17]([CH3:20])([CH3:19])[CH3:18])=[O:15])[CH2:9]2)=[CH:4][C:3]=1[CH3:21].[C:22](=[O:25])([O-])[O-].[Na+].[Na+].ClC(Cl)(OC(=O)OC(Cl)(Cl)Cl)Cl.[Cl:40][C:41]1[N:46]=[CH:45][C:44]([NH2:47])=[CH:43][CH:42]=1. (5) Given the product [F:1][C:2]1[CH:3]=[CH:4][C:5]([C:8]2[NH:12][C:11]([CH:41]=[O:42])=[N:10][C:9]=2[C:18]2[CH:23]=[CH:22][C:21]([S:24][CH3:25])=[CH:20][CH:19]=2)=[CH:6][CH:7]=1, predict the reactants needed to synthesize it. The reactants are: [F:1][C:2]1[CH:7]=[CH:6][C:5]([C:8]2[N:12](C(C)OCC)[CH:11]=[N:10][C:9]=2[C:18]2[CH:23]=[CH:22][C:21]([S:24][CH3:25])=[CH:20][CH:19]=2)=[CH:4][CH:3]=1.CN(C)CCN(C)C.C([Li])CCC.CN(C)[CH:41]=[O:42]. (6) The reactants are: [Cl:1][C:2]1[CH:7]=[CH:6][N:5]([C:8]([O:10][C:11]2[CH:16]=CC=C[CH:12]=2)=[O:9])[CH:4]([CH2:17][CH2:18][CH2:19][CH2:20][CH2:21][CH3:22])[CH:3]=1.[CH3:23]C(C)([O-])C.[K+].CCOC(C)=O. Given the product [C:11]([O:10][C:8]([N:5]1[CH:6]=[CH:7][C:2]([Cl:1])=[CH:3][CH:4]1[CH2:17][CH2:18][CH2:19][CH2:20][CH2:21][CH3:22])=[O:9])([CH3:12])([CH3:16])[CH3:23], predict the reactants needed to synthesize it.